Dataset: Reaction yield outcomes from USPTO patents with 853,638 reactions. Task: Predict the reaction yield, written as a fraction of the theoretical maximum amount of product (1.0 means a 100% yield; for example, 0.34 means a 34% yield). (1) The reactants are Cl[C:2]1[CH:7]=[CH:6][N:5]=[C:4]([N:8]2[C:20](=[O:21])[C:19]3[S:18][C:17]4[CH2:16][CH2:15][CH2:14][CH2:13][C:12]=4[C:11]=3[CH:10]=[N:9]2)[C:3]=1[CH:22]=[O:23].[CH3:24][N:25]1[CH:30]=[C:29](B2OC(C)(C)C(C)(C)O2)[CH:28]=[C:27]([NH:40][C:41]2[S:42][C:43]3[CH2:44][N:45]([CH3:50])[CH2:46][CH2:47][C:48]=3[N:49]=2)[C:26]1=[O:51].[O-]P([O-])([O-])=O.[K+].[K+].[K+].O.O.O.C([O-])(=O)C.[Na+]. The catalyst is O.C1C=CC(P(C2C=CC=CC=2)[C-]2C=CC=C2)=CC=1.C1C=CC(P(C2C=CC=CC=2)[C-]2C=CC=C2)=CC=1.Cl[Pd]Cl.[Fe+2].C(#N)C. The product is [CH3:24][N:25]1[C:26](=[O:51])[C:27]([NH:40][C:41]2[S:42][C:43]3[CH2:44][N:45]([CH3:50])[CH2:46][CH2:47][C:48]=3[N:49]=2)=[CH:28][C:29]([C:2]2[CH:7]=[CH:6][N:5]=[C:4]([N:8]3[C:20](=[O:21])[C:19]4[S:18][C:17]5[CH2:16][CH2:15][CH2:14][CH2:13][C:12]=5[C:11]=4[CH:10]=[N:9]3)[C:3]=2[CH:22]=[O:23])=[CH:30]1. The yield is 0.450. (2) The reactants are C[O:2][C:3]([C:5]1[C:18]([NH:19][C:20]2[CH:25]=[CH:24][C:23]([Br:26])=[CH:22][C:21]=2[CH3:27])=[C:17]([F:28])[C:8]2[N:9]=[CH:10][N:11]([CH2:12][CH2:13][CH2:14][CH:15]=[CH2:16])[C:7]=2[CH:6]=1)=[O:4].CO.[OH-].[Na+]. The catalyst is C1COCC1. The product is [Br:26][C:23]1[CH:24]=[CH:25][C:20]([NH:19][C:18]2[C:5]([C:3]([OH:4])=[O:2])=[CH:6][C:7]3[N:11]([CH2:12][CH2:13][CH2:14][CH:15]=[CH2:16])[CH:10]=[N:9][C:8]=3[C:17]=2[F:28])=[C:21]([CH3:27])[CH:22]=1. The yield is 1.00. (3) The reactants are [H-].[Na+].[CH2:3]([OH:10])[C:4]1[CH:9]=[CH:8][CH:7]=[CH:6][CH:5]=1.Cl[C:12]1[C:21]2[C:16](=[C:17]([CH3:24])[C:18]([O:22][CH3:23])=[CH:19][CH:20]=2)[N+:15]([O-:25])=[CH:14][CH:13]=1.O. The catalyst is CN(C=O)C. The product is [CH2:3]([O:10][C:12]1[C:21]2[C:16](=[C:17]([CH3:24])[C:18]([O:22][CH3:23])=[CH:19][CH:20]=2)[N+:15]([O-:25])=[CH:14][CH:13]=1)[C:4]1[CH:9]=[CH:8][CH:7]=[CH:6][CH:5]=1. The yield is 0.590. (4) The reactants are [CH3:1][NH:2][C:3]([C@@:5]1([N:15]2[CH:23]=[N:22][C:21]3[C:16]2=[N:17][C:18]([Cl:33])=[N:19][C:20]=3[NH:24][CH2:25][C:26]2[CH:31]=[CH:30][CH:29]=[C:28]([I:32])[CH:27]=2)[C@@H:12]2[C@@H:8]([O:9]C(C)(C)[O:11]2)[CH2:7][S:6]1)=[O:4]. The catalyst is C(O)(=O)C. The product is [CH3:1][NH:2][C:3]([C@@:5]1([N:15]2[CH:23]=[N:22][C:21]3[C:16]2=[N:17][C:18]([Cl:33])=[N:19][C:20]=3[NH:24][CH2:25][C:26]2[CH:31]=[CH:30][CH:29]=[C:28]([I:32])[CH:27]=2)[C@@H:12]([OH:11])[C@@H:8]([OH:9])[CH2:7][S:6]1)=[O:4]. The yield is 0.520. (5) The reactants are F[C:2](F)(F)[C:3]([OH:5])=[O:4].[CH2:8]([O:10][C:11](=[O:40])[C@H:12]([CH:19](COC(=O)C)[C:20]1[CH:25]=[CH:24][C:23]([NH:26]C(OC(C)(C)C)=O)=[C:22]([CH3:34])[CH:21]=1)[CH2:13][C:14]([O:16][CH2:17][CH3:18])=[O:15])[CH3:9].Cl[CH2:42]Cl. No catalyst specified. The product is [CH2:8]([O:10][C:11](=[O:40])[C@@H:12]([CH2:19][C:20]1[CH:25]=[CH:24][C:23]([NH2:26])=[C:22]([CH3:34])[C:21]=1[CH2:42][O:5][C:3](=[O:4])[CH3:2])[CH2:13][C:14]([O:16][CH2:17][CH3:18])=[O:15])[CH3:9]. The yield is 0.990.